From a dataset of Forward reaction prediction with 1.9M reactions from USPTO patents (1976-2016). Predict the product of the given reaction. (1) The product is: [C:29]1([CH2:28][O:1][C:2]2[CH:19]=[CH:18][C:5]3[CH2:6][CH2:7][N:8]([C:11]([O:13][C:14]([CH3:16])([CH3:15])[CH3:17])=[O:12])[CH2:9][CH2:10][C:4]=3[CH:3]=2)[CH:34]=[CH:33][CH:32]=[CH:31][CH:30]=1. Given the reactants [OH:1][C:2]1[CH:19]=[CH:18][C:5]2[CH2:6][CH2:7][N:8]([C:11]([O:13][C:14]([CH3:17])([CH3:16])[CH3:15])=[O:12])[CH2:9][CH2:10][C:4]=2[CH:3]=1.C(=O)([O-])[O-].[K+].[K+].[I-].[K+].[CH2:28](Br)[C:29]1[CH:34]=[CH:33][CH:32]=[CH:31][CH:30]=1, predict the reaction product. (2) Given the reactants [C:1]([O:5][C:6]([NH:8][C@H:9]([C:30]([O:32][C:33]([CH3:36])([CH3:35])[CH3:34])=[O:31])[CH2:10][C@H:11]([CH2:19][C:20]1[CH:25]=[CH:24][C:23]([O:26][CH2:27][CH2:28][F:29])=[CH:22][N:21]=1)[C:12]([O:14][C:15]([CH3:18])([CH3:17])[CH3:16])=[O:13])=[O:7])([CH3:4])([CH3:3])[CH3:2].ClC1C=C(C=CC=1)C(OO)=[O:42], predict the reaction product. The product is: [C:1]([O:5][C:6]([NH:8][C@H:9]([C:30]([O:32][C:33]([CH3:36])([CH3:35])[CH3:34])=[O:31])[CH2:10][C@H:11]([CH2:19][C:20]1[CH:25]=[CH:24][C:23]([O:26][CH2:27][CH2:28][F:29])=[CH:22][N+:21]=1[O-:42])[C:12]([O:14][C:15]([CH3:16])([CH3:18])[CH3:17])=[O:13])=[O:7])([CH3:2])([CH3:3])[CH3:4]. (3) The product is: [CH3:80][N:78]([CH3:79])[CH:75]1[CH2:76][CH2:77][N:73]([C:70]2[N:71]=[CH:72][C:67]([C:57]3[C:56]([CH3:81])=[C:55]([NH:47][C:46]4[C:41]([N:38]5[CH2:39][CH2:40][O:35][CH2:36][CH2:37]5)=[N:42][CH:43]=[C:44]([N:48]5[CH2:49][CH2:50][O:51][CH2:52][CH2:53]5)[CH:45]=4)[C:64]4[C:59](=[CH:60][C:61]([F:66])=[CH:62][C:63]=4[F:65])[N:58]=3)=[CH:68][CH:69]=2)[CH2:74]1. Given the reactants C1(P(C2CCCCC2)C2C=CC=CC=2C2C(C(C)C)=CC(C(C)C)=CC=2C(C)C)CCCCC1.[O:35]1[CH2:40][CH2:39][N:38]([C:41]2[C:46]([NH2:47])=[CH:45][C:44]([N:48]3[CH2:53][CH2:52][O:51][CH2:50][CH2:49]3)=[CH:43][N:42]=2)[CH2:37][CH2:36]1.Cl[C:55]1[C:64]2[C:59](=[CH:60][C:61]([F:66])=[CH:62][C:63]=2[F:65])[N:58]=[C:57]([C:67]2[CH:68]=[CH:69][C:70]([N:73]3[CH2:77][CH2:76][CH:75]([N:78]([CH3:80])[CH3:79])[CH2:74]3)=[N:71][CH:72]=2)[C:56]=1[CH3:81].CC(C)([O-])C.[Na+], predict the reaction product. (4) Given the reactants [Cl:1][C:2]1[CH:7]=[CH:6][C:5]([C:8]2[S:9][C:10]3[C:11](=[O:42])[N:12]([C:17]4[CH:22]=[CH:21][C:20]([N:23]5[CH2:28][CH2:27][CH:26]([O:29][Si](C(C)C)(C(C)C)C(C)C)[CH2:25][CH2:24]5)=[C:19]([O:40][CH3:41])[CH:18]=4)[CH2:13][CH2:14][C:15]=3[N:16]=2)=[CH:4][CH:3]=1.[F-].C([NH3+])(C)(C)C, predict the reaction product. The product is: [ClH:1].[Cl:1][C:2]1[CH:3]=[CH:4][C:5]([C:8]2[S:9][C:10]3[C:11](=[O:42])[N:12]([C:17]4[CH:22]=[CH:21][C:20]([N:23]5[CH2:28][CH2:27][CH:26]([OH:29])[CH2:25][CH2:24]5)=[C:19]([O:40][CH3:41])[CH:18]=4)[CH2:13][CH2:14][C:15]=3[N:16]=2)=[CH:6][CH:7]=1. (5) Given the reactants Cl[CH2:2][CH2:3][CH2:4][O:5][C:6]1[CH:20]=[CH:19][C:9]2[CH2:10][CH2:11][N:12]([CH:15]3[CH2:18][CH2:17][CH2:16]3)[CH2:13][CH2:14][C:8]=2[CH:7]=1.[Cl:21][C:22]1[CH:27]=[CH:26][C:25]([CH2:28][C:29]2[C:38]3[C:33](=[CH:34][CH:35]=[CH:36][CH:37]=3)[C:32](=[O:39])[N:31]([CH:40]3[CH2:46][CH2:45][CH2:44][NH:43][CH2:42][CH2:41]3)[N:30]=2)=[CH:24][CH:23]=1.CCN(C(C)C)C(C)C, predict the reaction product. The product is: [CH:6]([OH:5])=[O:39].[Cl:21][C:22]1[CH:27]=[CH:26][C:25]([CH2:28][C:29]2[C:38]3[C:33](=[CH:34][CH:35]=[CH:36][CH:37]=3)[C:32](=[O:39])[N:31]([CH:40]3[CH2:46][CH2:45][CH2:44][N:43]([CH2:2][CH2:3][CH2:4][O:5][C:6]4[CH:20]=[CH:19][C:9]5[CH2:10][CH2:11][N:12]([CH:15]6[CH2:18][CH2:17][CH2:16]6)[CH2:13][CH2:14][C:8]=5[CH:7]=4)[CH2:42][CH2:41]3)[N:30]=2)=[CH:24][CH:23]=1. (6) Given the reactants [I:1][C:2]1[CH:3]=[C:4]2[C:8](=[CH:9][CH:10]=1)[N:7]([CH:11]1[CH2:16][CH2:15][CH2:14][CH2:13][O:12]1)[N:6]=[C:5]2[CH:17]=O.[CH3:19][N:20]([CH2:28][CH2:29][NH:30][CH3:31])[C:21](=[O:27])[O:22][C:23]([CH3:26])([CH3:25])[CH3:24].[Na], predict the reaction product. The product is: [I:1][C:2]1[CH:3]=[C:4]2[C:8](=[CH:9][CH:10]=1)[N:7]([CH:11]1[CH2:16][CH2:15][CH2:14][CH2:13][O:12]1)[N:6]=[C:5]2[CH2:17][N:30]([CH3:31])[CH2:29][CH2:28][N:20]([CH3:19])[C:21](=[O:27])[O:22][C:23]([CH3:24])([CH3:25])[CH3:26].